This data is from Catalyst prediction with 721,799 reactions and 888 catalyst types from USPTO. The task is: Predict which catalyst facilitates the given reaction. (1) Product: [C:38]([OH:45])(=[O:44])/[CH:39]=[CH:40]\[C:41]([OH:43])=[O:42].[S:1](=[O:36])(=[O:37])([O:3][C:4]1[CH:9]=[CH:8][C:7]([C:10]2[N:11]=[CH:12][N:13]([C:15](=[O:35])[N:16]([CH:18]3[CH2:19][CH2:20][N:21]([CH2:24][C:25]4[CH:26]=[C:27]([O:33][CH3:34])[CH:28]=[C:29]([O:31][CH3:32])[CH:30]=4)[CH2:22][CH2:23]3)[CH3:17])[CH:14]=2)=[CH:6][CH:5]=1)[NH2:2]. Reactant: [S:1](=[O:37])(=[O:36])([O:3][C:4]1[CH:9]=[CH:8][C:7]([C:10]2[N:11]=[CH:12][N:13]([C:15](=[O:35])[N:16]([CH:18]3[CH2:23][CH2:22][N:21]([CH2:24][C:25]4[CH:30]=[C:29]([O:31][CH3:32])[CH:28]=[C:27]([O:33][CH3:34])[CH:26]=4)[CH2:20][CH2:19]3)[CH3:17])[CH:14]=2)=[CH:6][CH:5]=1)[NH2:2].[C:38]([OH:45])(=[O:44])/[CH:39]=[CH:40]\[C:41]([OH:43])=[O:42]. The catalyst class is: 13. (2) The catalyst class is: 1. Product: [CH:2]([CH2:6][CH2:7][C:8]1[CH:16]=[CH:15][C:11]([C:12]([NH2:14])=[O:13])=[CH:10][CH:9]=1)=[O:1]. Reactant: [O:1]1CCO[CH:2]1[CH2:6][CH2:7][C:8]1[CH:16]=[CH:15][C:11]([C:12]([NH2:14])=[O:13])=[CH:10][CH:9]=1.Cl. (3) Reactant: [CH3:1][C:2]1([CH3:40])[CH2:7][CH2:6][C:5]([C:8]2[CH:13]=[C:12]([CH:14]3[CH2:19][C:18](=[O:20])[NH:17][C:16](=[O:21])[CH2:15]3)[CH:11]=[CH:10][C:9]=2[NH:22][C:23]([C:25]2[N:26](COCC[Si](C)(C)C)[CH:27]=[C:28]([C:30]#[N:31])[N:29]=2)=[O:24])=[CH:4][CH2:3]1.CO.C(O)(C(F)(F)F)=O. Product: [CH3:1][C:2]1([CH3:40])[CH2:7][CH2:6][C:5]([C:8]2[CH:13]=[C:12]([CH:14]3[CH2:15][C:16](=[O:21])[NH:17][C:18](=[O:20])[CH2:19]3)[CH:11]=[CH:10][C:9]=2[NH:22][C:23]([C:25]2[NH:26][CH:27]=[C:28]([C:30]#[N:31])[N:29]=2)=[O:24])=[CH:4][CH2:3]1. The catalyst class is: 2. (4) Reactant: ClC1OC([C:13]2[CH:18]=[CH:17][C:16]([S:19]([NH2:22])(=[O:21])=[O:20])=[CH:15][CH:14]=2)=C(C2C=CC=CC=2)N=1.COC1(C2C=C(C=CC=2)CS)CCOCC1.C1CCN2C(=NCCC2)CC1. Product: [C:16]1([S:19]([NH2:22])(=[O:21])=[O:20])[CH:17]=[CH:18][CH:13]=[CH:14][CH:15]=1. The catalyst class is: 56. (5) Reactant: [OH-].[Na+].[Cl:3][C:4]1[CH:9]=[CH:8][CH:7]=[C:6]([Cl:10])[C:5]=1[C:11]1[C:15]([CH2:16][O:17][C:18]2[CH:23]=[CH:22][C:21]([C:24]3[CH:25]=[C:26]4[C:31](=[CH:32][CH:33]=3)[N:30]=[C:29]([C:34]([O:36]CC)=[O:35])[CH:28]=[CH:27]4)=[C:20]([CH3:39])[CH:19]=2)=[C:14]([CH:40]([CH3:42])[CH3:41])[O:13][N:12]=1.Cl.O. Product: [Cl:10][C:6]1[CH:7]=[CH:8][CH:9]=[C:4]([Cl:3])[C:5]=1[C:11]1[C:15]([CH2:16][O:17][C:18]2[CH:23]=[CH:22][C:21]([C:24]3[CH:25]=[C:26]4[C:31](=[CH:32][CH:33]=3)[N:30]=[C:29]([C:34]([OH:36])=[O:35])[CH:28]=[CH:27]4)=[C:20]([CH3:39])[CH:19]=2)=[C:14]([CH:40]([CH3:42])[CH3:41])[O:13][N:12]=1. The catalyst class is: 83. (6) Reactant: CON(C)[C:4]([C:6]1[CH:20]=[CH:19][C:9]2[N:10]([CH:13]3[CH2:18][CH2:17][CH2:16][CH2:15][O:14]3)[CH:11]=[N:12][C:8]=2[CH:7]=1)=[O:5].[CH3:22][CH2:23][Mg+].[Br-].[NH4+].[Cl-]. Product: [O:14]1[CH2:15][CH2:16][CH2:17][CH2:18][CH:13]1[N:10]1[C:9]2[CH:19]=[CH:20][C:6]([C:4](=[O:5])[CH2:22][CH3:23])=[CH:7][C:8]=2[N:12]=[CH:11]1. The catalyst class is: 1. (7) Reactant: [CH2:1]([C@@H:8]1[CH2:12][O:11][C:10](=[O:13])[NH:9]1)[C:2]1[CH:7]=[CH:6][CH:5]=[CH:4][CH:3]=1.[Li]CCCC.[C:19](Cl)(=[O:24])[CH2:20][CH:21]([CH3:23])[CH3:22]. Product: [CH2:1]([C@@H:8]1[CH2:12][O:11][C:10](=[O:13])[N:9]1[C:19](=[O:24])[CH2:20][CH:21]([CH3:23])[CH3:22])[C:2]1[CH:3]=[CH:4][CH:5]=[CH:6][CH:7]=1. The catalyst class is: 1. (8) Reactant: [Cl:1][C:2]1[CH:3]=[C:4]([C:8]2[O:12][N:11]=[C:10]([CH:13]([OH:15])[CH3:14])[CH:9]=2)[CH:5]=[CH:6][CH:7]=1.C(N(CC)CC)C.[CH3:23][S:24](Cl)(=[O:26])=[O:25]. Product: [Cl:1][C:2]1[CH:3]=[C:4]([C:8]2[O:12][N:11]=[C:10]([CH:13]([O:15][S:24]([CH3:23])(=[O:26])=[O:25])[CH3:14])[CH:9]=2)[CH:5]=[CH:6][CH:7]=1. The catalyst class is: 4. (9) Reactant: [CH2:1]([S:8][CH:9]([CH:42](OC)[O:43]C)[CH2:10][NH:11][C:12]([C:14]1[NH:15][C:16]2[C:21]([CH:22]=1)=[CH:20][C:19]([O:23][CH2:24][CH2:25][CH2:26][S:27]([CH3:30])(=[O:29])=[O:28])=[CH:18][C:17]=2[N:31]([CH3:41])[S:32]([C:35]1[CH:40]=[CH:39][CH:38]=[CH:37][N:36]=1)(=[O:34])=[O:33])=[O:13])[C:2]1[CH:7]=[CH:6][CH:5]=[CH:4][CH:3]=1.CC(C)=O. Product: [CH2:1]([S:8][CH:9]([CH:42]=[O:43])[CH2:10][NH:11][C:12]([C:14]1[NH:15][C:16]2[C:21]([CH:22]=1)=[CH:20][C:19]([O:23][CH2:24][CH2:25][CH2:26][S:27]([CH3:30])(=[O:29])=[O:28])=[CH:18][C:17]=2[N:31]([CH3:41])[S:32]([C:35]1[CH:40]=[CH:39][CH:38]=[CH:37][N:36]=1)(=[O:34])=[O:33])=[O:13])[C:2]1[CH:3]=[CH:4][CH:5]=[CH:6][CH:7]=1. The catalyst class is: 6. (10) Product: [S:1]1([C:12]2[C:7](=[CH:8][CH:9]=[CH:10][CH:11]=2)[C:5](=[O:6])[NH:4]1)(=[O:2])=[O:3].[S:1]1([C:12]2[C:7](=[CH:8][CH:9]=[CH:10][CH:11]=2)[C:5](=[O:6])[NH:4]1)(=[O:2])=[O:3].[NH2:13][C:14]1[N:19]=[C:18]([CH3:20])[C:17]([CH2:21][C:22]2[CH:23]=[CH:24][C:25]([CH2:28][C:29]([O:31][CH2:32][CH2:33][CH2:34][CH2:35][N:36]([CH3:37])[CH3:38])=[O:30])=[CH:26][CH:27]=2)=[C:16]([NH:39][CH2:40][CH2:41][CH2:42][CH2:43][CH3:44])[N:15]=1. The catalyst class is: 290. Reactant: [S:1]1([C:12]2[C:7](=[CH:8][CH:9]=[CH:10][CH:11]=2)[C:5](=[O:6])[NH:4]1)(=[O:3])=[O:2].[NH2:13][C:14]1[N:19]=[C:18]([CH3:20])[C:17]([CH2:21][C:22]2[CH:27]=[CH:26][C:25]([CH2:28][C:29]([O:31][CH2:32][CH2:33][CH2:34][CH2:35][N:36]([CH3:38])[CH3:37])=[O:30])=[CH:24][CH:23]=2)=[C:16]([NH:39][CH2:40][CH2:41][CH2:42][CH2:43][CH3:44])[N:15]=1.